This data is from Catalyst prediction with 721,799 reactions and 888 catalyst types from USPTO. The task is: Predict which catalyst facilitates the given reaction. (1) Reactant: [CH3:1][N:2]1[C:10]2[C:5](=[N:6][C:7]([C@@H:17]([NH2:19])[CH3:18])=[C:8]([N:11]3[CH2:16][CH2:15][O:14][CH2:13][CH2:12]3)[CH:9]=2)[CH:4]=[CH:3]1.Cl[C:21]1[N:29]=[C:28]([NH2:30])[N:27]=[C:26]2[C:22]=1[N:23]=[CH:24][NH:25]2.CCN(CC)CC. Product: [CH3:1][N:2]1[C:10]2[C:5](=[N:6][C:7]([C@@H:17]([NH:19][C:21]3[N:29]=[C:28]([NH2:30])[N:27]=[C:26]4[C:22]=3[N:23]=[CH:24][NH:25]4)[CH3:18])=[C:8]([N:11]3[CH2:12][CH2:13][O:14][CH2:15][CH2:16]3)[CH:9]=2)[CH:4]=[CH:3]1. The catalyst class is: 3. (2) Reactant: C([O:3][CH:4](OCC)[CH2:5][CH2:6][CH2:7][N:8]1[C:12]2[N:13]=[C:14]([C:23]3[CH:24]=[C:25]([OH:29])[CH:26]=[CH:27][CH:28]=3)[N:15]=[C:16]([N:17]3[CH2:22][CH2:21][O:20][CH2:19][CH2:18]3)[C:11]=2[N:10]=[N:9]1)C.Cl. Product: [OH:29][C:25]1[CH:24]=[C:23]([C:14]2[N:15]=[C:16]([N:17]3[CH2:18][CH2:19][O:20][CH2:21][CH2:22]3)[C:11]3[N:10]=[N:9][N:8]([CH2:7][CH2:6][CH2:5][CH:4]=[O:3])[C:12]=3[N:13]=2)[CH:28]=[CH:27][CH:26]=1. The catalyst class is: 14.